Dataset: Forward reaction prediction with 1.9M reactions from USPTO patents (1976-2016). Task: Predict the product of the given reaction. (1) Given the reactants [C:1]1([O:9][CH3:10])[C:2](=[CH:5][CH:6]=[CH:7][CH:8]=1)[O:3][CH3:4].[N+:11]([O-])([OH:13])=[O:12], predict the reaction product. The product is: [N+:11]([C:7]1[CH:8]=[C:1]([O:9][CH3:10])[C:2]([O:3][CH3:4])=[CH:5][CH:6]=1)([O-:13])=[O:12]. (2) Given the reactants FCCC1(N2C=C([C:20]3[N:25]4[CH:26]=[CH:27][N:28]=[C:24]4[CH:23]=[C:22]([C:29]4[CH:30]=[N:31][N:32]([CH3:34])[CH:33]=4)[N:21]=3)C=N2)CN(C(OC(C)(C)C)=O)C1.[ClH:35], predict the reaction product. The product is: [ClH:35].[ClH:35].[ClH:35].[CH3:34][N:32]1[CH:33]=[C:29]([C:22]2[N:21]=[CH:20][N:25]3[CH:26]=[CH:27][N:28]=[C:24]3[CH:23]=2)[CH:30]=[N:31]1. (3) Given the reactants [C:1]([O:5][C:6]([N:8]([CH2:12][CH2:13][OH:14])[CH2:9][CH2:10][OH:11])=[O:7])([CH3:4])([CH3:3])[CH3:2].F[C:16]1[CH:21]=[CH:20][C:19]([N+:22]([O-:24])=[O:23])=[CH:18][CH:17]=1.C(=O)([O-])[O-].[K+].[K+].[OH2:31], predict the reaction product. The product is: [C:1]([O:5][C:6]([N:8]([CH2:9][CH2:10][O:11][C:16]1[CH:21]=[CH:20][C:19]([N+:22]([O-:23])=[O:31])=[CH:18][CH:17]=1)[CH2:12][CH2:13][O:14][C:16]1[CH:21]=[CH:20][C:19]([N+:22]([O-:24])=[O:23])=[CH:18][CH:17]=1)=[O:7])([CH3:4])([CH3:3])[CH3:2]. (4) Given the reactants C([Li])CCC.CN(C)CCN(C)C.[CH:14]([O:17][C:18]1[CH:23]=[CH:22][CH:21]=[CH:20][C:19]=1[C:24]1[CH:29]=[CH:28][CH:27]=[CH:26][CH:25]=1)([CH3:16])[CH3:15].CN(C)[CH:32]=[O:33].[Cl-].[NH4+], predict the reaction product. The product is: [CH:14]([O:17][C:18]1[C:23]([CH:32]=[O:33])=[CH:22][CH:21]=[CH:20][C:19]=1[C:24]1[CH:29]=[CH:28][CH:27]=[CH:26][CH:25]=1)([CH3:16])[CH3:15]. (5) Given the reactants [OH-].[Na+].[CH2:3]([N:5]1[CH:9]=[C:8]([C:10]2[CH:15]=[CH:14][C:13]([F:16])=[C:12]([CH3:17])[CH:11]=2)[N:7]=[C:6]1CC#N)[CH3:4].[C:21]([OH:24])(=[O:23])[CH3:22], predict the reaction product. The product is: [CH2:3]([N:5]1[CH:9]=[C:8]([C:10]2[CH:15]=[CH:14][C:13]([F:16])=[C:12]([CH3:17])[CH:11]=2)[N:7]=[C:6]1[CH2:22][C:21]([OH:24])=[O:23])[CH3:4]. (6) Given the reactants [C-:1]#[N:2].[K+].[CH2:4]1[CH2:9][CH2:8][CH:7]([CH:10]=[O:11])[CH2:6][CH2:5]1, predict the reaction product. The product is: [CH:7]1([CH:10]([OH:11])[C:1]#[N:2])[CH2:8][CH2:9][CH2:4][CH2:5][CH2:6]1. (7) Given the reactants [F:1][C:2]1[CH:9]=[CH:8][C:7]([F:10])=[CH:6][C:3]=1[CH:4]=O.[CH:11](=[O:14])[CH2:12][CH3:13].[OH-].[Na+].[Cl:17][C:18]1[CH:23]=[CH:22][C:21]([SH:24])=[CH:20][CH:19]=1.[BH4-].[Na+], predict the reaction product. The product is: [Cl:17][C:18]1[CH:23]=[CH:22][C:21]([S:24][CH:4]([C:3]2[CH:6]=[C:7]([F:10])[CH:8]=[CH:9][C:2]=2[F:1])[CH:12]([CH3:13])[CH2:11][OH:14])=[CH:20][CH:19]=1. (8) Given the reactants CC(C)([O-])C.[K+].CC(C)([O-])C.[CH3:12][CH:13]([C:19]([CH3:21])=[O:20])[C:14]([O:16][CH2:17][CH3:18])=[O:15].[CH2:22]([O:24][C:25](=[O:32])[CH2:26][CH2:27][CH2:28][CH2:29][CH2:30]Br)[CH3:23], predict the reaction product. The product is: [C:25]([CH2:26][CH2:27][CH2:28][CH2:29][CH2:30][C:13]([CH3:12])([C:19]([CH3:21])=[O:20])[C:14]([O:16][CH2:17][CH3:18])=[O:15])([O:24][CH2:22][CH3:23])=[O:32]. (9) Given the reactants [F:1][C:2]([F:13])([F:12])[C:3]1[CH:4]=[N:5][CH:6]=[C:7]([CH:11]=1)[C:8]([OH:10])=[O:9].S(Cl)(Cl)=O.[CH3:18]O, predict the reaction product. The product is: [F:13][C:2]([F:1])([F:12])[C:3]1[CH:4]=[N:5][CH:6]=[C:7]([CH:11]=1)[C:8]([O:10][CH3:18])=[O:9]. (10) Given the reactants [Cl:1][C:2]1[CH:3]=[C:4]([CH:7]=[CH:8][C:9]=1[Br:10])C#N.[N-:11]=[N+:12]=[N-:13].[Na+].[Cl-].[NH4+].C([O-])([O-])=O.[K+].[K+].[CH3:23]I.C[N:26]([CH:28]=O)C, predict the reaction product. The product is: [Br:10][C:9]1[CH:8]=[C:7]([C:28]2[N:11]=[N:12][N:13]([CH3:23])[N:26]=2)[CH:4]=[CH:3][C:2]=1[Cl:1].